Dataset: Reaction yield outcomes from USPTO patents with 853,638 reactions. Task: Predict the reaction yield, written as a fraction of the theoretical maximum amount of product (1.0 means a 100% yield; for example, 0.34 means a 34% yield). (1) The reactants are C(OC([N:11]1[CH2:16][CH2:15][CH:14]([CH2:17][O:18][C:19](=[O:46])[CH2:20][CH2:21][C:22]2[CH:27]=[CH:26][C:25]([C:28]([N:30]3[CH2:39][C:38]4[CH:37]=[N:36][N:35]([CH3:40])[C:34]=4[NH:33][C:32]4[CH:41]=[CH:42][CH:43]=[CH:44][C:31]3=4)=[O:29])=[CH:24][C:23]=2[CH3:45])[CH2:13][CH2:12]1)=O)C1C=CC=CC=1. The catalyst is CO.[Pd]. The product is [NH:11]1[CH2:16][CH2:15][CH:14]([CH2:17][O:18][C:19](=[O:46])[CH2:20][CH2:21][C:22]2[CH:27]=[CH:26][C:25]([C:28]([N:30]3[CH2:39][C:38]4[CH:37]=[N:36][N:35]([CH3:40])[C:34]=4[NH:33][C:32]4[CH:41]=[CH:42][CH:43]=[CH:44][C:31]3=4)=[O:29])=[CH:24][C:23]=2[CH3:45])[CH2:13][CH2:12]1. The yield is 0.980. (2) The reactants are [CH:1]1([CH2:6][CH:7]([C:11]2[CH:16]=[CH:15][C:14]([S:17]([C:20]([F:23])([F:22])[F:21])(=[O:19])=[O:18])=[CH:13][CH:12]=2)[C:8]([OH:10])=O)[CH2:5][CH2:4][CH2:3][CH2:2]1.C1(P(C2C=CC=CC=2)C2C=CC=CC=2)C=CC=CC=1.BrN1C(=O)CCC1=O.[NH2:51][C:52]1[CH:57]=[CH:56][CH:55]=[CH:54][N:53]=1. The catalyst is C(Cl)Cl. The product is [CH:1]1([CH2:6][CH:7]([C:11]2[CH:16]=[CH:15][C:14]([S:17]([C:20]([F:21])([F:22])[F:23])(=[O:18])=[O:19])=[CH:13][CH:12]=2)[C:8]([NH:51][C:52]2[CH:57]=[CH:56][CH:55]=[CH:54][N:53]=2)=[O:10])[CH2:2][CH2:3][CH2:4][CH2:5]1. The yield is 0.260.